From a dataset of Forward reaction prediction with 1.9M reactions from USPTO patents (1976-2016). Predict the product of the given reaction. Given the reactants C([Li])(CC)C.[N:6]1([C:11]([O:13][C:14]([CH3:17])([CH3:16])[CH3:15])=[O:12])[CH2:10][CH2:9][CH2:8][CH2:7]1.Br[C:19]1[CH:27]=[CH:26][CH:25]=[C:24]2[C:20]=1[CH2:21][C:22](=[O:28])[NH:23]2.F[B-](F)(F)F.C(P(C(C)(C)C)C(C)(C)C)(C)(C)C, predict the reaction product. The product is: [O:28]=[C:22]1[CH2:21][C:20]2[C:24](=[CH:25][CH:26]=[CH:27][C:19]=2[C@H:7]2[CH2:8][CH2:9][CH2:10][N:6]2[C:11]([O:13][C:14]([CH3:17])([CH3:16])[CH3:15])=[O:12])[NH:23]1.